Dataset: Reaction yield outcomes from USPTO patents with 853,638 reactions. Task: Predict the reaction yield, written as a fraction of the theoretical maximum amount of product (1.0 means a 100% yield; for example, 0.34 means a 34% yield). (1) The reactants are [CH2:1]([C:3]1([S:6]([O:9]CCCC)(=[O:8])=[O:7])[CH2:5][CH2:4]1)[CH3:2].[S-]C#N.[K+:17]. The catalyst is O1CCOCC1.O. The product is [CH2:1]([C:3]1([S:6]([O-:9])(=[O:8])=[O:7])[CH2:5][CH2:4]1)[CH3:2].[K+:17]. The yield is 1.00. (2) The reactants are [B:10]1([B:10]2[O:14][C:13]([CH3:16])([CH3:15])[C:12]([CH3:18])([CH3:17])[O:11]2)[O:14][C:13]([CH3:16])([CH3:15])[C:12]([CH3:18])([CH3:17])[O:11]1.Br[C:20]1[CH:39]=[CH:38][C:23]([CH2:24][N:25]2[CH2:29][C:28]3[CH:30]=[C:31]([C:33]([CH3:36])([CH3:35])[CH3:34])[S:32][C:27]=3[C:26]2=[O:37])=[C:22]([F:40])[CH:21]=1.C([O-])(=O)C.[K+]. The catalyst is O1CCOCC1. The product is [C:33]([C:31]1[S:32][C:27]2[C:26](=[O:37])[N:25]([CH2:24][C:23]3[CH:38]=[CH:39][C:20]([B:10]4[O:11][C:12]([CH3:17])([CH3:18])[C:13]([CH3:15])([CH3:16])[O:14]4)=[CH:21][C:22]=3[F:40])[CH2:29][C:28]=2[CH:30]=1)([CH3:36])([CH3:34])[CH3:35]. The yield is 0.600. (3) The reactants are O[C:2]([CH3:35])([CH3:34])[C@H:3]([NH:26][C:27](=[O:33])[O:28]C(C)(C)C)[CH:4]1[CH2:9][CH2:8][N:7]([C:10]2[N:15]=[C:14]([C:16]3[CH:25]=[CH:24][C:23]4[C:18](=[CH:19][CH:20]=[CH:21][CH:22]=4)[CH:17]=3)[CH:13]=[CH:12][N:11]=2)[CH2:6][CH2:5]1.[H-].[Na+]. The catalyst is C1COCC1.C(Cl)Cl. The product is [CH3:34][C:2]1([CH3:35])[O:33][C:27](=[O:28])[NH:26][C@@H:3]1[CH:4]1[CH2:9][CH2:8][N:7]([C:10]2[N:15]=[C:14]([C:16]3[CH:25]=[CH:24][C:23]4[C:18](=[CH:19][CH:20]=[CH:21][CH:22]=4)[CH:17]=3)[CH:13]=[CH:12][N:11]=2)[CH2:6][CH2:5]1. The yield is 0.862. (4) The reactants are [N:1]([CH2:4][C@@H:5]([OH:34])[C@@H:6]([NH:14][C:15](=[O:33])[C@@H:16]([N:20]1[CH2:24][CH2:23][N:22]([CH2:25][C:26]2[N:27]=[C:28]([CH3:31])[S:29][CH:30]=2)[C:21]1=[O:32])[CH:17]([CH3:19])[CH3:18])[CH2:7][C:8]1[CH:13]=[CH:12][CH:11]=[CH:10][CH:9]=1)=[N+]=[N-].O.C1(P(C2C=CC=CC=2)C2C=CC=CC=2)C=CC=CC=1. The catalyst is O1CCCC1. The product is [NH2:1][CH2:4][C@@H:5]([OH:34])[C@@H:6]([NH:14][C:15](=[O:33])[C@@H:16]([N:20]1[CH2:24][CH2:23][N:22]([CH2:25][C:26]2[N:27]=[C:28]([CH3:31])[S:29][CH:30]=2)[C:21]1=[O:32])[CH:17]([CH3:19])[CH3:18])[CH2:7][C:8]1[CH:9]=[CH:10][CH:11]=[CH:12][CH:13]=1. The yield is 0.620. (5) The reactants are [C:1]1(=O)[CH2:5][CH2:4][CH2:3][CH2:2]1.[C:7]([O:11][C:12]([NH:14][NH2:15])=[O:13])([CH3:10])([CH3:9])[CH3:8]. The catalyst is CO. The product is [C:7]([O:11][C:12]([NH:14][N:15]=[C:1]1[CH2:5][CH2:4][CH2:3][CH2:2]1)=[O:13])([CH3:10])([CH3:9])[CH3:8]. The yield is 1.00. (6) The reactants are [CH2:1]([C:5]1([C:18](OC)=[O:19])[CH2:10][CH2:9][N:8]([C:11]([O:13][C:14]([CH3:17])([CH3:16])[CH3:15])=[O:12])[CH2:7][CH2:6]1)[CH2:2][CH:3]=[CH2:4].[H-].[H-].[H-].[H-].[Li+].[Al+3].C1COCC1.O.[OH-].[Na+]. The catalyst is C1COCC1. The product is [CH2:1]([C:5]1([CH2:18][OH:19])[CH2:6][CH2:7][N:8]([C:11]([O:13][C:14]([CH3:16])([CH3:15])[CH3:17])=[O:12])[CH2:9][CH2:10]1)[CH2:2][CH:3]=[CH2:4]. The yield is 0.860. (7) The reactants are C1(OC)C=CC=CC=1.[Cl-].[Al+3].[Cl-].[Cl-].[CH3:13][O:14][N:15]=[C:16]([C:32]1[O:33][CH2:34][CH2:35][N:36]=1)[C:17]1[CH:22]=[CH:21][CH:20]=[CH:19][C:18]=1[O:23]CC1C=CC(Cl)=CC=1. The catalyst is O. The product is [CH3:13][O:14][N:15]=[C:16]([C:32]1[O:33][CH2:34][CH2:35][N:36]=1)[C:17]1[CH:22]=[CH:21][CH:20]=[CH:19][C:18]=1[OH:23]. The yield is 0.560. (8) The yield is 0.490. The reactants are [CH3:1][C:2]([CH3:31])([CH3:30])[CH2:3][C:4]([NH:6][C:7]1[C:8]([CH3:29])=[C:9](B(O)O)[C:10]2[O:14][CH2:13][CH:12]([C:15]3[CH:20]=[CH:19][C:18]([CH:21]([CH3:23])[CH3:22])=[CH:17][CH:16]=3)[C:11]=2[C:24]=1[CH3:25])=[O:5].Br[C:33]1[CH:37]=[CH:36][S:35][CH:34]=1. The product is [CH:21]([C:18]1[CH:19]=[CH:20][C:15]([CH:12]2[C:11]3[C:24]([CH3:25])=[C:7]([NH:6][C:4](=[O:5])[CH2:3][C:2]([CH3:31])([CH3:30])[CH3:1])[C:8]([CH3:29])=[C:9]([C:33]4[CH:37]=[CH:36][S:35][CH:34]=4)[C:10]=3[O:14][CH2:13]2)=[CH:16][CH:17]=1)([CH3:23])[CH3:22]. No catalyst specified. (9) The reactants are Cl[CH2:2][C:3]1[C:4]([C:9]([O:11][CH3:12])=[O:10])=[N:5][CH:6]=[CH:7][N:8]=1.[F-:13].[Cs+].Cl. The catalyst is CS(C)=O. The product is [F:13][CH2:2][C:3]1[C:4]([C:9]([O:11][CH3:12])=[O:10])=[N:5][CH:6]=[CH:7][N:8]=1. The yield is 0.0900.